This data is from Reaction yield outcomes from USPTO patents with 853,638 reactions. The task is: Predict the reaction yield, written as a fraction of the theoretical maximum amount of product (1.0 means a 100% yield; for example, 0.34 means a 34% yield). (1) The reactants are [Br:1][C:2]1[C:3]([NH:12][CH:13]=[C:14]2[C:19](=[O:20])OC(C)(C)OC2=O)=[CH:4][C:5]2[O:10][CH2:9][CH2:8][O:7][C:6]=2[CH:11]=1.C1C=CC(C2C=CC=CC=2)=CC=1.C1C=CC(OC2C=CC=CC=2)=CC=1.C(OCC)(=O)C.CCCCCC. The catalyst is CO. The product is [Br:1][C:2]1[CH:11]=[C:6]2[O:7][CH2:8][CH2:9][O:10][C:5]2=[C:4]2[C:3]=1[NH:12][CH:13]=[CH:14][C:19]2=[O:20]. The yield is 0.610. (2) The reactants are [NH2:1][C@@H:2]([CH3:7])[CH2:3][C:4]([OH:6])=[O:5].O=S(Cl)Cl.[CH3:12][CH2:13]O. No catalyst specified. The product is [NH2:1][C@@H:2]([CH3:7])[CH2:3][C:4]([O:6][CH2:12][CH3:13])=[O:5]. The yield is 0.999. (3) The product is [CH3:1][O:2][C:3]([C:4]1([CH3:17])[CH2:5][C:6]2[C:14]3[C:9](=[CH:10][CH:11]=[C:12]([O:15][CH3:16])[CH:13]=3)[NH:8][C:7]=2[CH:24]([C:23]2[CH:26]=[CH:27][CH:28]=[C:21]([OH:20])[CH:22]=2)[NH:18]1)=[O:19]. The catalyst is CO. The yield is 0.150. The reactants are [CH3:1][O:2][C:3](=[O:19])[C:4]([NH2:18])([CH3:17])[CH2:5][C:6]1[C:14]2[C:9](=[CH:10][CH:11]=[C:12]([O:15][CH3:16])[CH:13]=2)[NH:8][CH:7]=1.[OH:20][C:21]1[CH:22]=[C:23]([CH:26]=[CH:27][CH:28]=1)[CH:24]=O.ClCCl.